This data is from NCI-60 drug combinations with 297,098 pairs across 59 cell lines. The task is: Regression. Given two drug SMILES strings and cell line genomic features, predict the synergy score measuring deviation from expected non-interaction effect. (1) Drug 1: CNC(=O)C1=NC=CC(=C1)OC2=CC=C(C=C2)NC(=O)NC3=CC(=C(C=C3)Cl)C(F)(F)F. Drug 2: C1CN(P(=O)(OC1)NCCCl)CCCl. Cell line: SF-539. Synergy scores: CSS=-3.60, Synergy_ZIP=3.15, Synergy_Bliss=2.13, Synergy_Loewe=-3.59, Synergy_HSA=-3.11. (2) Synergy scores: CSS=38.1, Synergy_ZIP=2.66, Synergy_Bliss=4.60, Synergy_Loewe=-2.34, Synergy_HSA=-0.870. Drug 2: CCC1(CC2CC(C3=C(CCN(C2)C1)C4=CC=CC=C4N3)(C5=C(C=C6C(=C5)C78CCN9C7C(C=CC9)(C(C(C8N6C)(C(=O)OC)O)OC(=O)C)CC)OC)C(=O)OC)O.OS(=O)(=O)O. Drug 1: CC1C(C(CC(O1)OC2CC(CC3=C2C(=C4C(=C3O)C(=O)C5=C(C4=O)C(=CC=C5)OC)O)(C(=O)CO)O)N)O.Cl. Cell line: SW-620. (3) Drug 1: CN(C)N=NC1=C(NC=N1)C(=O)N. Drug 2: CCCCC(=O)OCC(=O)C1(CC(C2=C(C1)C(=C3C(=C2O)C(=O)C4=C(C3=O)C=CC=C4OC)O)OC5CC(C(C(O5)C)O)NC(=O)C(F)(F)F)O. Cell line: NCI-H226. Synergy scores: CSS=-1.63, Synergy_ZIP=0.0422, Synergy_Bliss=-4.11, Synergy_Loewe=-4.82, Synergy_HSA=-6.06. (4) Drug 1: CC1=C(C=C(C=C1)NC2=NC=CC(=N2)N(C)C3=CC4=NN(C(=C4C=C3)C)C)S(=O)(=O)N.Cl. Drug 2: CN(C)N=NC1=C(NC=N1)C(=O)N. Cell line: A549. Synergy scores: CSS=1.86, Synergy_ZIP=-0.601, Synergy_Bliss=2.76, Synergy_Loewe=0.645, Synergy_HSA=1.22. (5) Drug 2: CCC1=C2N=C(C=C(N2N=C1)NCC3=C[N+](=CC=C3)[O-])N4CCCCC4CCO. Synergy scores: CSS=56.6, Synergy_ZIP=-0.780, Synergy_Bliss=0.923, Synergy_Loewe=-59.5, Synergy_HSA=1.76. Cell line: NCI-H460. Drug 1: C1CNP(=O)(OC1)N(CCCl)CCCl.